From a dataset of Reaction yield outcomes from USPTO patents with 853,638 reactions. Predict the reaction yield, written as a fraction of the theoretical maximum amount of product (1.0 means a 100% yield; for example, 0.34 means a 34% yield). The reactants are [NH2:1][C:2]1[CH:3]=[C:4]([CH:9]=[CH:10][C:11]=1[O:12][CH3:13])[C:5]([O:7][CH3:8])=[O:6].[CH3:14][S:15](Cl)(=[O:17])=[O:16]. The catalyst is N1C=CC=CC=1. The product is [CH3:13][O:12][C:11]1[CH:10]=[CH:9][C:4]([C:5]([O:7][CH3:8])=[O:6])=[CH:3][C:2]=1[NH:1][S:15]([CH3:14])(=[O:17])=[O:16]. The yield is 0.920.